This data is from Full USPTO retrosynthesis dataset with 1.9M reactions from patents (1976-2016). The task is: Predict the reactants needed to synthesize the given product. (1) Given the product [Br:34][CH2:35][C:36]([N:12]([CH2:11][C:10]1[C:4]2[O:3][C:2]([CH3:26])([CH3:1])[CH2:6][C:5]=2[CH:7]=[CH:8][CH:9]=1)[C:13]1[CH:18]=[CH:17][CH:16]=[CH:15][C:14]=1[O:19][C:20]1[CH:25]=[CH:24][CH:23]=[CH:22][CH:21]=1)=[O:37], predict the reactants needed to synthesize it. The reactants are: [CH3:1][C:2]1([CH3:26])[CH2:6][C:5]2[CH:7]=[CH:8][CH:9]=[C:10]([CH2:11][NH:12][C:13]3[CH:18]=[CH:17][CH:16]=[CH:15][C:14]=3[O:19][C:20]3[CH:25]=[CH:24][CH:23]=[CH:22][CH:21]=3)[C:4]=2[O:3]1.C(N(CC)CC)C.[Br:34][CH2:35][C:36](Cl)=[O:37]. (2) Given the product [NH2:1][C:2]1[C:9]([Cl:10])=[C:8]([N:11]2[CH2:16][CH2:15][C@@H:14]([NH:17][C:26](=[O:27])[CH2:25][Cl:24])[C@H:13]([OH:18])[CH2:12]2)[CH:7]=[C:4]([C:5]#[N:6])[CH:3]=1, predict the reactants needed to synthesize it. The reactants are: [NH2:1][C:2]1[CH:3]=[C:4]([CH:7]=[C:8]([N:11]2[CH2:16][CH2:15][C@@H:14]([NH2:17])[C@H:13]([OH:18])[CH2:12]2)[C:9]=1[Cl:10])[C:5]#[N:6].C([O-])(=O)C.[K+].[Cl:24][CH2:25][C:26](Cl)=[O:27]. (3) Given the product [C:27]1([CH3:26])[CH:32]=[CH:31][CH:30]=[CH:29][C:28]=1[C@H:33]([OH:35])[CH3:34], predict the reactants needed to synthesize it. The reactants are: B1(C)OC(C2C=CC=CC=2)(C2C=CC=CC=2)[C@H]2N1CCC2.CSC.B.[CH3:26][C:27]1[CH:32]=[CH:31][CH:30]=[CH:29][C:28]=1[C:33](=[O:35])[CH3:34].